From a dataset of Peptide-MHC class I binding affinity with 185,985 pairs from IEDB/IMGT. Regression. Given a peptide amino acid sequence and an MHC pseudo amino acid sequence, predict their binding affinity value. This is MHC class I binding data. The peptide sequence is ALSAGGGAY. The MHC is HLA-A03:01 with pseudo-sequence HLA-A03:01. The binding affinity (normalized) is 0.268.